Dataset: Forward reaction prediction with 1.9M reactions from USPTO patents (1976-2016). Task: Predict the product of the given reaction. (1) Given the reactants [CH3:1][C:2]1[CH:3]=[CH:4][C:5]([NH2:8])=[N:6][CH:7]=1.[Cl-].C[Al+]C.[CH3:13][N:14]1[CH:22]=[C:21]2[C:16]([CH:17]=[C:18]([C:37](OC)=[O:38])[CH:19]=[C:20]2[O:23][C:24]2[CH:29]=[N:28][C:27]([C:30]([N:32]3[CH2:36][CH2:35][CH2:34][CH2:33]3)=[O:31])=[CH:26][N:25]=2)=[N:15]1, predict the reaction product. The product is: [CH3:13][N:14]1[CH:22]=[C:21]2[C:16]([CH:17]=[C:18]([C:37]([NH:8][C:5]3[CH:4]=[CH:3][C:2]([CH3:1])=[CH:7][N:6]=3)=[O:38])[CH:19]=[C:20]2[O:23][C:24]2[CH:29]=[N:28][C:27]([C:30]([N:32]3[CH2:33][CH2:34][CH2:35][CH2:36]3)=[O:31])=[CH:26][N:25]=2)=[N:15]1. (2) Given the reactants [CH3:1][C:2]1[CH:7]=[CH:6][C:5]([S:8]([O:11][CH2:12][C@@H:13]2[O:18][C:17]3[C:19]([CH2:26][CH:27]=[CH2:28])=[C:20]([N+:23]([O-:25])=[O:24])[CH:21]=[CH:22][C:16]=3[O:15][CH2:14]2)(=[O:10])=[O:9])=[CH:4][CH:3]=1, predict the reaction product. The product is: [CH3:1][C:2]1[CH:7]=[CH:6][C:5]([S:8]([O:11][CH2:12][CH:13]2[O:18][C:17]3[C:19]([CH:26]=[CH:27][CH3:28])=[C:20]([N+:23]([O-:25])=[O:24])[CH:21]=[CH:22][C:16]=3[O:15][CH2:14]2)(=[O:9])=[O:10])=[CH:4][CH:3]=1.